From a dataset of Experimentally validated miRNA-target interactions with 360,000+ pairs, plus equal number of negative samples. Binary Classification. Given a miRNA mature sequence and a target amino acid sequence, predict their likelihood of interaction. (1) The miRNA is hsa-miR-4733-5p with sequence AAUCCCAAUGCUAGACCCGGUG. The protein sequence of the target gene is MSGHPSGIRKHDDNECSGPRPPVPGEESRVKKMTEGVADTSKNSSPSYLNWARTLNHLLEDRDGVELFKKYVEEEAPAYNDHLNFYFACEGLKQQTDPEKIKQIIGAIYRFLRKSQLSISDDLRAQIKAIKTNPEIPLSPHIFDPMQRHVEVTIRDNIYPTFLCSEMYILYIQQMSAQQERCTSSGATGSGSAGSSGSGGSSLAGACALPPTTASGKQQLPQLVPPGAFINLPVSSVSGPPAGTCSASGSVYGPSTSASSSGSISATDTLPRSSTLPTLHEDSVLSLCDDFEKVQMQEGG.... Result: 0 (no interaction). (2) The miRNA is hsa-miR-1253 with sequence AGAGAAGAAGAUCAGCCUGCA. The protein sequence of the target gene is MQNEPLTPGYHGFPARDSQGNQEPTTTPDAMVQPFTTIPFPPPPQNGIPTEYGVPHTQDYAGQTGEHNLTLYGSTQAHGEQSSNSPSTQNGSLTTEGGAQTDGQQSQTQSSENSESKSTPKRLHVSNIPFRFRDPDLRQMFGQFGKILDVEIIFNERGSKGFGFVTFENSADADRAREKLHGTVVEGRKIEVNNATARVMTNKKMVTPYANGWKLSPVVGAVYGPELYAASSFQADVSLGNDAAVPLSGRGGINTYIPLISLPLVPGFPYPTAATTAAAFRGAHLRGRGRTVYGAVRAVP.... Result: 1 (interaction). (3) The miRNA is hsa-miR-676-3p with sequence CUGUCCUAAGGUUGUUGAGUU. The protein sequence of the target gene is MHQSLTQQRSSDMSLPDSMGAFNRRKRNSIYVTVTLLIVSMLILTVGLAATTRTQNVTVGGYYPGVILGFGSFLGIIGSNLIENKRQMLVASIVFISFGVIAAFCCAIVDGVFAARHIDLKPLYANRCHYVPKTSQREAEEVITSSSKITPSTRALRNLTQAVKEVNCPQLSRGLCTPRIRGNTCFCCDLYNCGNRVEITGGYYEYIDVSSCQDIIHLYHLLWSATILNIVGLFLGIITAAVLGGFKDMNPTLPALNCSVENAHPTVSYYARPQVASYNTYYHSPPHLPPYSAYDFQHSG.... Result: 0 (no interaction). (4) The miRNA is hsa-miR-576-3p with sequence AAGAUGUGGAAAAAUUGGAAUC. The protein sequence of the target gene is MKWLGDSKNMVVNGRRNGGKLSNDHQQNQSKLQQHSGKDTLKTGRNAVERRSSRCHGNSGFEGQSRYVPSSGMSAKELCENDDLATSLVLDPYLGFQTHKMNTSAFPSRSSRHISKADSFSHNNPVRFRPIKGRQEELKEVIERFKKDEHLEKAFKCLTSGEWARHYFLNKNKMQEKLFKEHVFIYLRMFATDSGFEILPCNRYSSEQNGAKIVATKEWKRNDKIELLVGCIAELSEIEENMLLRHGENDFSVMYSTRKNCAQLWLGPAAFINHDCRPNCKFVSTGRDTACVKALRDIEP.... Result: 0 (no interaction). (5) The miRNA is hsa-miR-7845-5p with sequence AAGGGACAGGGAGGGUCGUGG. The protein sequence of the target gene is MSNESCLPYYTAHSYSSMSAFKTSMGDLQRQLYNRGEYNIFKYAPMFESNFIQINKKGEVIDVHNRVRMVTVGIVCTSPILPLPDVMVLAQPTKICEQHVRWGRFAKGRGRRPVKTLELTRLLPLKFVKISIHDHEKQQLRLKLATGRTFYLQLCPSSDTREDLFCYWEKLVYLLRPPVESYCSTPTLLSGDAPPEDNKSLVAAELHREGDQSETGLYKPCDVSAATSSAYAGGEGIQHASHGTASAASPSTSTPGAAEGGAARTAGGMAVAGTATGPRTDVAIAGAAMSPATGAMSIAT.... Result: 0 (no interaction). (6) The protein sequence of the target gene is MEKEKGNDDGIPDQENSLDFSEHFNQLELLETHGHLIPTGTQSLWVGNSDEDEEQDDKNEEWYRLQEKKMEKDPSRLLLWAAEKNRLTTVRRLLSEKATHVNTRDEDEYTPLHRAAYSGHLDIVQELIAQGADVHAVTVDGWTPLHSACKWNNTRVASFLLQHDADINAQTKGLLTPLHLAAGNRDSKDTLELLLMNRYVKPGLKNNLEETAFDIARRTSIYHYLFEIVEGCTNSSPQS. The miRNA is hsa-miR-4659b-3p with sequence UUUCUUCUUAGACAUGGCAGCU. Result: 1 (interaction).